From a dataset of Full USPTO retrosynthesis dataset with 1.9M reactions from patents (1976-2016). Predict the reactants needed to synthesize the given product. (1) The reactants are: [BH4-].[Na+].[CH3:3][O:4][C:5]([C:7]1[C:12]([Br:13])=[C:11]([N:14]=[N+]=[N-])[CH:10]=[C:9]([Cl:17])[N:8]=1)=[O:6].O. Given the product [CH3:3][O:4][C:5]([C:7]1[C:12]([Br:13])=[C:11]([NH2:14])[CH:10]=[C:9]([Cl:17])[N:8]=1)=[O:6], predict the reactants needed to synthesize it. (2) Given the product [O:1]([CH:9]([CH3:17])[CH2:10][C:11]1[CH:49]=[CH:48][CH:47]=[C:46]([O:45][CH3:44])[C:12]=1[C:13]([O:15][CH3:16])=[O:14])[Si:2]([C:5]([CH3:8])([CH3:7])[CH3:6])([CH3:3])[CH3:4], predict the reactants needed to synthesize it. The reactants are: [O:1]([CH:9]([CH3:17])[CH2:10][C:11]#[C:12][C:13]([O:15][CH3:16])=[O:14])[Si:2]([C:5]([CH3:8])([CH3:7])[CH3:6])([CH3:4])[CH3:3].ClC1=C(Cl)C(OC1=O)=O.C1(NC2C=CC3C(=CC=CC=3)C=2)C=CC=CC=1.[CH3:44][O:45][C:46]1CC[CH:49]=[CH:48][CH:47]=1. (3) Given the product [OH:1][CH2:8][CH:7]1[O:10][C:3](=[O:9])[CH2:4][CH2:5][CH2:6]1, predict the reactants needed to synthesize it. The reactants are: [OH:1]O.[C:3]([OH:10])(=[O:9])[CH2:4][CH2:5][CH2:6][CH:7]=[CH2:8].